Predict the reactants needed to synthesize the given product. From a dataset of Full USPTO retrosynthesis dataset with 1.9M reactions from patents (1976-2016). (1) Given the product [CH2:30]([N:20]1[N:19]=[C:18]([C:10]2[C:11]3[C:16](=[CH:15][CH:14]=[C:13]([F:17])[CH:12]=3)[N:8]([CH2:7][C:6]([OH:39])=[O:5])[C:9]=2[CH3:38])[C:23]2[CH:24]=[CH:25][CH:26]=[CH:27][C:22]=2[S:21]1(=[O:29])=[O:28])[CH2:31][C:32]1[CH:37]=[CH:36][CH:35]=[CH:34][CH:33]=1, predict the reactants needed to synthesize it. The reactants are: C([O:5][C:6](=[O:39])[CH2:7][N:8]1[C:16]2[C:11](=[CH:12][C:13]([F:17])=[CH:14][CH:15]=2)[C:10]([C:18]2[C:23]3[CH:24]=[CH:25][CH:26]=[CH:27][C:22]=3[S:21](=[O:29])(=[O:28])[N:20]([CH2:30][CH2:31][C:32]3[CH:37]=[CH:36][CH:35]=[CH:34][CH:33]=3)[N:19]=2)=[C:9]1[CH3:38])(C)(C)C.C(O)(C(F)(F)F)=O. (2) Given the product [CH3:47][O:48][CH2:49][CH2:50][CH2:51][NH:52][CH2:37][C:39]1[S:43][C:42]([B:44]([OH:46])[OH:45])=[CH:41][CH:40]=1, predict the reactants needed to synthesize it. The reactants are: C(C(CC)CNCC1SC(C2C=C3C(=C(C(N)=O)C=2)NC=C3C2CCN(S(CC)(=O)=O)CC2)=CC=1)C.[CH:37]([C:39]1[S:43][C:42]([B:44]([OH:46])[OH:45])=[CH:41][CH:40]=1)=O.[CH3:47][O:48][CH2:49][CH2:50][CH2:51][NH2:52].[BH3-]C#N.[Na+]. (3) Given the product [CH3:25][O:24][C:7]1[CH:6]=[CH:5][C:4]2[N:3]=[C:2]([NH:45][C:41]3[CH:42]=[CH:43][CH:44]=[C:39]([N:36]4[CH2:37][CH2:38][NH:33][CH2:34][CH2:35]4)[CH:40]=3)[C:11]3=[N:12][NH:13][CH:14]=[C:10]3[C:9]=2[CH:8]=1, predict the reactants needed to synthesize it. The reactants are: Cl[C:2]1[C:11]2=[N:12][N:13](CC3C=CC(OC)=CC=3)[CH:14]=[C:10]2[C:9]2[CH:8]=[C:7]([O:24][CH3:25])[CH:6]=[CH:5][C:4]=2[N:3]=1.C(OC([N:33]1[CH2:38][CH2:37][N:36]([C:39]2[CH:44]=[CH:43][CH:42]=[C:41]([NH2:45])[CH:40]=2)[CH2:35][CH2:34]1)=O)(C)(C)C.Cl. (4) Given the product [Cl:1][C:2]1[CH:3]=[C:4]([CH:37]=[CH:38][C:39]=1[F:40])[CH2:5][N:6]1[CH2:15][CH2:14][C:13]2[C:8](=[C:9]([OH:34])[C:10](=[O:33])[N:11]3[CH2:21][CH2:20][CH2:19][CH2:18][N:17]([CH2:22][CH2:23][O:24][C:25](=[O:44])[CH3:26])[C:16](=[O:32])[C:12]3=2)[C:7]1=[O:36], predict the reactants needed to synthesize it. The reactants are: [Cl:1][C:2]1[CH:3]=[C:4]([CH:37]=[CH:38][C:39]=1[F:40])[CH2:5][N:6]1[CH2:15][CH2:14][C:13]2[C:8](=[C:9]([O:34]C)[C:10](=[O:33])[N:11]3[CH2:21][CH2:20][CH2:19][CH2:18][N:17]([CH2:22][CH2:23][O:24][CH2:25][C:26]4C=CC=CC=4)[C:16](=[O:32])[C:12]3=2)[C:7]1=[O:36].Br.C(O)(=[O:44])C. (5) Given the product [CH2:1]([O:8][CH2:9][CH:10]1[O:15][CH2:14][C:13]([CH3:18])([CH3:16])[CH2:12][O:11]1)[C:2]1[CH:7]=[CH:6][CH:5]=[CH:4][CH:3]=1, predict the reactants needed to synthesize it. The reactants are: [CH2:1]([O:8][CH2:9][CH:10]=[O:11])[C:2]1[CH:7]=[CH:6][CH:5]=[CH:4][CH:3]=1.[CH3:12][C:13]([CH3:18])([CH2:16]O)[CH2:14][OH:15].